From a dataset of Full USPTO retrosynthesis dataset with 1.9M reactions from patents (1976-2016). Predict the reactants needed to synthesize the given product. (1) The reactants are: [C:1]([O:9][CH:10]([C@@H:13]1[CH2:17][C@@H:16](OC(OC2C=CC=CC=2)=S)[C@H:15]([N:28]2[C:32]3[N:33]=[C:34]([NH2:38])[NH:35][C:36](=[O:37])[C:31]=3[S:30][C:29]2=[O:39])[O:14]1)[CH2:11][CH3:12])(=[O:8])[C:2]1[CH:7]=[CH:6][CH:5]=[CH:4][CH:3]=1.N(C(C)(C)C#N)=N[C:42](C)([CH3:45])[C:43]#N.C([Sn](CCCC)(CCCC)CCCC)C=C. Given the product [C:1]([O:9][CH:10]([C@@H:13]1[CH2:17][C@@H:16]([CH2:45][CH:42]=[CH2:43])[C@H:15]([N:28]2[C:32]3[N:33]=[C:34]([NH2:38])[NH:35][C:36](=[O:37])[C:31]=3[S:30][C:29]2=[O:39])[O:14]1)[CH2:11][CH3:12])(=[O:8])[C:2]1[CH:3]=[CH:4][CH:5]=[CH:6][CH:7]=1, predict the reactants needed to synthesize it. (2) Given the product [CH3:19][O:20][C:21]1[CH:26]=[CH:25][C:24]([S:27]([NH:1][C:2]2[CH:3]=[C:4](/[C:8](/[C:13]3[CH:14]=[CH:15][CH:16]=[CH:17][CH:18]=3)=[CH:9]\[C:10]([O:12][CH2:32][CH3:33])=[O:11])[CH:5]=[CH:6][CH:7]=2)(=[O:29])=[O:28])=[CH:23][CH:22]=1, predict the reactants needed to synthesize it. The reactants are: [NH2:1][C:2]1[CH:3]=[C:4](/[C:8](/[C:13]2[CH:18]=[CH:17][CH:16]=[CH:15][CH:14]=2)=[CH:9]\[C:10]([O-:12])=[O:11])[CH:5]=[CH:6][CH:7]=1.[CH3:19][O:20][C:21]1[CH:26]=[CH:25][C:24]([S:27](Cl)(=[O:29])=[O:28])=[CH:23][CH:22]=1.Cl.[C:32](OCC)(=O)[CH3:33]. (3) Given the product [NH2:22][C:17]1[CH:18]=[CH:19][CH:20]=[CH:21][C:16]=1[S:13]([NH:12][C:9]1[CH:10]=[CH:11][C:2]([F:1])=[C:3]2[C:8]=1[N:7]=[CH:6][CH:5]=[CH:4]2)(=[O:15])=[O:14], predict the reactants needed to synthesize it. The reactants are: [F:1][C:2]1[CH:11]=[CH:10][C:9]([NH:12][S:13]([C:16]2[CH:21]=[CH:20][CH:19]=[CH:18][C:17]=2[N+:22]([O-])=O)(=[O:15])=[O:14])=[C:8]2[C:3]=1[CH:4]=[CH:5][CH:6]=[N:7]2.Cl[Sn]Cl. (4) Given the product [C:47]([N:8]1[C:6]2[C:5](=[CH:4][C:3]([F:46])=[C:2]([Cl:1])[CH:7]=2)[C:10]2([CH:15]([C:16]3[CH:21]=[C:20]([Cl:22])[CH:19]=[CH:18][C:17]=3[O:23][C:24]([CH2:34][CH3:35])([C:27]([NH:29][S:30]([CH3:33])(=[O:32])=[O:31])=[O:28])[CH2:25][CH3:26])[CH2:14][C:13](=[O:36])[NH:12][CH:11]2[C:37]2[CH:42]=[C:41]([F:43])[CH:40]=[CH:39][C:38]=2[CH3:44])[C:9]1=[O:45])(=[O:49])[CH3:48], predict the reactants needed to synthesize it. The reactants are: [Cl:1][C:2]1[CH:7]=[C:6]2[NH:8][C:9](=[O:45])[C:10]3([CH:15]([C:16]4[CH:21]=[C:20]([Cl:22])[CH:19]=[CH:18][C:17]=4[O:23][C:24]([CH2:34][CH3:35])([C:27]([NH:29][S:30]([CH3:33])(=[O:32])=[O:31])=[O:28])[CH2:25][CH3:26])[CH2:14][C:13](=[O:36])[NH:12][CH:11]3[C:37]3[CH:42]=[C:41]([F:43])[CH:40]=[CH:39][C:38]=3[CH3:44])[C:5]2=[CH:4][C:3]=1[F:46].[C:47](OC(=O)C)(=[O:49])[CH3:48].